From a dataset of Full USPTO retrosynthesis dataset with 1.9M reactions from patents (1976-2016). Predict the reactants needed to synthesize the given product. (1) Given the product [CH3:5][C@@:4]1([OH:6])[C:3]2([CH2:15][CH2:14][CH2:13][CH2:12][CH2:11][CH2:10]2)[C@@H:2]([CH3:1])[CH2:8][C@@H:7]1[OH:9], predict the reactants needed to synthesize it. The reactants are: [CH3:1][C@H:2]1[CH2:8][C:7](=[O:9])[C@@:4]2([O:6][CH2:5]2)[C:3]21[CH2:15][CH2:14][CH2:13][CH2:12][CH2:11][CH2:10]2.[H-].[Al+3].[Li+].[H-].[H-].[H-]. (2) Given the product [CH:28]1([C:34]2[O:35][C:36]([CH3:52])=[C:37]([CH2:39][CH2:40][O:13][C:10]3[CH:11]=[CH:12][C:7]([CH2:6][C:5]([CH3:26])([O:14][C:15]4[CH:16]=[CH:17][C:18]([O:21][C:22]([F:24])([F:23])[F:25])=[CH:19][CH:20]=4)[C:4]([OH:3])=[O:27])=[CH:8][CH:9]=3)[N:38]=2)[CH2:29][CH2:30][CH2:31][CH2:32][CH2:33]1, predict the reactants needed to synthesize it. The reactants are: C([O:3][C:4](=[O:27])[C:5]([CH3:26])([O:14][C:15]1[CH:20]=[CH:19][C:18]([O:21][C:22]([F:25])([F:24])[F:23])=[CH:17][CH:16]=1)[CH2:6][C:7]1[CH:12]=[CH:11][C:10]([OH:13])=[CH:9][CH:8]=1)C.[CH:28]1([C:34]2[O:35][C:36]([CH3:52])=[C:37]([CH2:39][CH2:40]OS(C3C=CC(C)=CC=3)(=O)=O)[N:38]=2)[CH2:33][CH2:32][CH2:31][CH2:30][CH2:29]1.[K+].[Br-]. (3) Given the product [F:24][C:23]([F:26])([F:25])[C:21]([OH:27])=[O:22].[CH2:1]([O:3][C:4](=[O:20])[C:5]([N:7]1[CH2:11][CH2:10][CH:9]([NH2:12])[CH2:8]1)=[O:6])[CH3:2], predict the reactants needed to synthesize it. The reactants are: [CH2:1]([O:3][C:4](=[O:20])[C:5]([N:7]1[CH2:11][CH2:10][CH:9]([NH:12]C(OC(C)(C)C)=O)[CH2:8]1)=[O:6])[CH3:2].[C:21]([OH:27])([C:23]([F:26])([F:25])[F:24])=[O:22]. (4) Given the product [C:1]([O:4][C:5]1[C:6]([CH3:21])=[C:7]2[C:15](=[C:16]([CH3:19])[C:17]=1[CH3:18])[O:14][C:10]1([CH2:11][CH2:12][CH2:13]1)[CH2:9][C:8]2=[N:24][O:25][CH3:26])(=[O:3])[CH3:2], predict the reactants needed to synthesize it. The reactants are: [C:1]([O:4][C:5]1[C:6]([CH3:21])=[C:7]2[C:15](=[C:16]([CH3:19])[C:17]=1[CH3:18])[O:14][C:10]1([CH2:13][CH2:12][CH2:11]1)[CH2:9][C:8]2=O)(=[O:3])[CH3:2].Cl.C[NH:24][OH:25].[C:26]([O-])(=O)C.[Na+]. (5) The reactants are: [NH2:1][C@H:2]([C:13]([OH:15])=[O:14])[CH2:3][C:4]1[C:12]2[C:7](=[CH:8][CH:9]=[CH:10][CH:11]=2)[NH:6][CH:5]=1.[C:16](O)([CH3:19])([CH3:18])[CH3:17]. Given the product [C:16]([C:5]1[NH:6][C:7]2[C:12](=[CH:11][C:10]([C:4]([CH3:12])([CH3:5])[CH3:3])=[CH:9][C:8]=2[C:16]([CH3:19])([CH3:18])[CH3:17])[C:4]=1[CH2:3][C@@H:2]([C:13]([OH:15])=[O:14])[NH2:1])([CH3:19])([CH3:18])[CH3:17], predict the reactants needed to synthesize it. (6) Given the product [Br:13][C:9]1[CH:10]=[C:11]2[C:6](=[C:7]([N+:14]([O-:16])=[O:15])[CH:8]=1)[NH:5][C:4](=[O:17])[CH:3]([NH:2][C:33](=[O:34])[O:32][C:29]([CH3:31])([CH3:30])[CH3:28])[CH2:12]2, predict the reactants needed to synthesize it. The reactants are: Cl.[NH2:2][CH:3]1[CH2:12][C:11]2[C:6](=[C:7]([N+:14]([O-:16])=[O:15])[CH:8]=[C:9]([Br:13])[CH:10]=2)[NH:5][C:4]1=[O:17].CN(C)C=O.C(=O)(O)[O-].[Na+].[CH3:28][C:29]([O:32][C:33](O[C:33]([O:32][C:29]([CH3:31])([CH3:30])[CH3:28])=[O:34])=[O:34])([CH3:31])[CH3:30]. (7) Given the product [CH2:3]([N:10]([CH3:34])[CH2:11][C:12]([C:15]1[CH:20]=[CH:19][C:18]([NH:21][C:22](=[O:33])[C:23]2[CH:28]=[CH:27][C:26]([O:29][CH3:30])=[C:25]([O:31][CH3:32])[CH:24]=2)=[CH:17][CH:16]=1)([CH3:14])[CH3:13])[C:4]1[CH:9]=[CH:8][CH:7]=[CH:6][CH:5]=1, predict the reactants needed to synthesize it. The reactants are: IC.[CH2:3]([NH:10][CH2:11][C:12]([C:15]1[CH:20]=[CH:19][C:18]([NH:21][C:22](=[O:33])[C:23]2[CH:28]=[CH:27][C:26]([O:29][CH3:30])=[C:25]([O:31][CH3:32])[CH:24]=2)=[CH:17][CH:16]=1)([CH3:14])[CH3:13])[C:4]1[CH:9]=[CH:8][CH:7]=[CH:6][CH:5]=1.[C:34]([O-])(O)=O.[Na+]. (8) Given the product [Br:15][C:10]1[CH:9]=[C:8]2[C:4]([C:5]([C:11]([O:13][CH3:14])=[O:12])=[CH:6][NH:7]2)=[CH:3][C:2]=1[I:1], predict the reactants needed to synthesize it. The reactants are: [I:1][C:2]1[CH:3]=[C:4]2[C:8](=[CH:9][CH:10]=1)[NH:7][CH:6]=[C:5]2[C:11]([O:13][CH3:14])=[O:12].[Br:15]Br.S(=O)(=O)(O)O.